Dataset: Reaction yield outcomes from USPTO patents with 853,638 reactions. Task: Predict the reaction yield, written as a fraction of the theoretical maximum amount of product (1.0 means a 100% yield; for example, 0.34 means a 34% yield). (1) The reactants are [Br:1][C:2]1[CH:3]=[C:4]([CH:8]=[CH:9][C:10]=1[CH3:11])[C:5]([OH:7])=O.[F:12][C:13]([F:22])([F:21])[C:14]1[CH:15]=[C:16]([CH:18]=[CH:19][CH:20]=1)[NH2:17]. No catalyst specified. The product is [Br:1][C:2]1[CH:3]=[C:4]([CH:8]=[CH:9][C:10]=1[CH3:11])[C:5]([NH:17][C:16]1[CH:18]=[CH:19][CH:20]=[C:14]([C:13]([F:12])([F:21])[F:22])[CH:15]=1)=[O:7]. The yield is 0.620. (2) The reactants are [C:1]12([CH2:11][C:12]([NH:14][C:15]3[C:16]4[CH2:24][CH2:23][N:22](CC5C=CC=CC=5)[CH2:21][C:17]=4[N:18]=[CH:19][N:20]=3)=[O:13])[CH2:10][CH:5]3[CH2:6][CH:7]([CH2:9][CH:3]([CH2:4]3)[CH2:2]1)[CH2:8]2. The catalyst is C(O)(=O)C.[Pd]. The product is [C:1]12([CH2:11][C:12]([NH:14][C:15]3[C:16]4[CH2:24][CH2:23][NH:22][CH2:21][C:17]=4[N:18]=[CH:19][N:20]=3)=[O:13])[CH2:8][CH:7]3[CH2:9][CH:3]([CH2:4][CH:5]([CH2:6]3)[CH2:10]1)[CH2:2]2. The yield is 0.870.